This data is from Full USPTO retrosynthesis dataset with 1.9M reactions from patents (1976-2016). The task is: Predict the reactants needed to synthesize the given product. Given the product [CH2:1]([O:9][C:10]1[CH:15]=[CH:14][C:13]([CH3:16])=[N:12][CH:11]=1)[C:2]1[CH:7]=[CH:6][CH:5]=[CH:4][CH:3]=1, predict the reactants needed to synthesize it. The reactants are: [CH2:1](Br)[C:2]1[CH:7]=[CH:6][CH:5]=[CH:4][CH:3]=1.[OH:9][C:10]1[CH:11]=[N:12][C:13]([CH3:16])=[CH:14][CH:15]=1.C(=O)([O-])[O-].[K+].[K+].O.